From a dataset of M1 muscarinic receptor antagonist screen with 61,756 compounds. Binary Classification. Given a drug SMILES string, predict its activity (active/inactive) in a high-throughput screening assay against a specified biological target. (1) The compound is S(=O)(=O)(N1C(CCC1)C(=O)Nc1c(OCC)ccc(OCC)c1)c1c2ncccc2ccc1. The result is 0 (inactive). (2) The compound is S(c1ccc(c2c3CCCCc3nc(N)c2C#N)cc1)C. The result is 0 (inactive). (3) The molecule is O1c2c(N(CC(=O)NCCC=3CCCCC3)C(=O)C1)cccc2. The result is 0 (inactive). (4) The molecule is S1(=O)(=O)C(CC(=O)N(c2c1cccc2)CC(=O)NCc1ccc(F)cc1)(C)C. The result is 0 (inactive). (5) The result is 0 (inactive). The compound is O=c1n(c(=O)n(c2ncn(c12)CC(=O)Nc1c(cccc1)C(OC)=O)C)C. (6) The molecule is Oc1c(NC(=O)CCCC)c(=O)[nH]c2c1cccc2. The result is 0 (inactive). (7) The drug is S(=O)(=O)(NCC(=O)N1CCOCC1)c1ccc(cc1)C. The result is 0 (inactive). (8) The compound is Brc1c(cc(OCC)c(OCC)c1)C(O)=O. The result is 0 (inactive).